Dataset: Full USPTO retrosynthesis dataset with 1.9M reactions from patents (1976-2016). Task: Predict the reactants needed to synthesize the given product. Given the product [Si:10]([O:24][CH2:25][C:26](=[O:27])[CH2:31][OH:30])([C:6]([CH3:9])([CH3:8])[CH3:7])([C:18]1[CH:23]=[CH:22][CH:21]=[CH:20][CH:19]=1)[C:12]1[CH:17]=[CH:16][CH:15]=[CH:14][CH:13]=1, predict the reactants needed to synthesize it. The reactants are: N1C=CN=C1.[C:6]([Si:10]([C:18]1[CH:23]=[CH:22][CH:21]=[CH:20][CH:19]=1)([C:12]1[CH:17]=[CH:16][CH:15]=[CH:14][CH:13]=1)Cl)([CH3:9])([CH3:8])[CH3:7].[OH:24][CH2:25][C:26]1([OH:30])[CH2:31][O:30][C:26]([CH2:25][OH:24])([OH:27])[CH2:31][O:27]1.O.